Dataset: Forward reaction prediction with 1.9M reactions from USPTO patents (1976-2016). Task: Predict the product of the given reaction. (1) Given the reactants Cl[C:2]1[C:6]([C:7]2[CH:8]=[N:9][CH:10]=[CH:11][CH:12]=2)=[N:5][S:4][N:3]=1.C[S-].[Na+].O, predict the reaction product. The product is: [N:9]1[CH:10]=[CH:11][CH:12]=[C:7]([C:6]2[CH:2]=[N:3][S:4][N:5]=2)[CH:8]=1. (2) Given the reactants C(O)(=O)C.O.[NH2:6]N.C[N:9]([CH3:12])[CH:10]=[N-:11].[CH3:13][O:14][C:15]1[CH:16]=[C:17]2[C:21](=[CH:22][C:23]=1[O:24][CH3:25])[NH:20][C:19](C(O)=O)=[C:18]2[C:29]1[CH:34]=[CH:33][C:32]([O:35][CH3:36])=[CH:31][CH:30]=1, predict the reaction product. The product is: [CH3:13][O:14][C:15]1[CH:16]=[C:17]2[C:21](=[CH:22][C:23]=1[O:24][CH3:25])[NH:20][C:19]([C:12]1[NH:6][N:11]=[CH:10][N:9]=1)=[C:18]2[C:29]1[CH:34]=[CH:33][C:32]([O:35][CH3:36])=[CH:31][CH:30]=1. (3) Given the reactants [C:1]1([C@H:7]2[NH:12][C:11](=O)[CH2:10][O:9][CH2:8]2)[CH:6]=[CH:5][CH:4]=[CH:3][CH:2]=1.[H-].[Al+3].[Li+].[H-].[H-].[H-].CCOC(C)=O.[OH-].[Na+], predict the reaction product. The product is: [C:1]1([C@@H:7]2[CH2:8][O:9][CH2:10][CH2:11][NH:12]2)[CH:2]=[CH:3][CH:4]=[CH:5][CH:6]=1. (4) The product is: [CH3:1][O:2][C:3]1[CH:8]=[CH:7][C:6]([C:9]#[C:10][C:11]2[S:15][C:14]([C@@:16]3([CH2:24][C:25]([OH:27])=[O:26])[CH2:21][CH2:20][CH2:19][CH2:18][S:17]3(=[O:23])=[O:22])=[CH:13][CH:12]=2)=[CH:5][CH:4]=1. Given the reactants [CH3:1][O:2][C:3]1[CH:8]=[CH:7][C:6]([C:9]#[C:10][C:11]2[S:15][C:14]([C@@:16]3([CH2:24][C:25]([O:27]CC[Si](C)(C)C)=[O:26])[CH2:21][CH2:20][CH2:19][CH2:18][S:17]3(=[O:23])=[O:22])=[CH:13][CH:12]=2)=[CH:5][CH:4]=1.[OH-].[Na+].Cl.O, predict the reaction product. (5) Given the reactants [CH2:1]([O:3][CH:4]([CH2:10][C:11]1[CH:16]=[CH:15][C:14]([NH:17][CH2:18]/[CH:19]=[CH:20]/[C:21]2[CH:26]=[CH:25][C:24]([O:27][S:28]([CH3:31])(=[O:30])=[O:29])=[CH:23][CH:22]=2)=[CH:13][CH:12]=1)[C:5]([O:7]CC)=[O:6])[CH3:2].[OH-].[Li+], predict the reaction product. The product is: [CH2:1]([O:3][CH:4]([CH2:10][C:11]1[CH:12]=[CH:13][C:14]([NH:17][CH2:18]/[CH:19]=[CH:20]/[C:21]2[CH:22]=[CH:23][C:24]([O:27][S:28]([CH3:31])(=[O:29])=[O:30])=[CH:25][CH:26]=2)=[CH:15][CH:16]=1)[C:5]([OH:7])=[O:6])[CH3:2]. (6) Given the reactants [CH2:1]([C:4]1[CH:9]=[CH:8][C:7]([C:10]2[CH:15]=[C:14]([F:16])[C:13](B(O)O)=[C:12]([F:20])[CH:11]=2)=[CH:6][CH:5]=1)[CH2:2][CH3:3].Br[C:22]1[S:23][C:24]([CH:27]=[CH2:28])=[CH:25][CH:26]=1, predict the reaction product. The product is: [F:20][C:12]1[CH:11]=[C:10]([C:7]2[CH:8]=[CH:9][C:4]([CH2:1][CH2:2][CH3:3])=[CH:5][CH:6]=2)[CH:15]=[C:14]([F:16])[C:13]=1[C:22]1[S:23][C:24]([CH:27]=[CH2:28])=[CH:25][CH:26]=1. (7) Given the reactants [F:1][C:2]1[CH:7]=[CH:6][CH:5]=[C:4]([N+:8]([O-])=O)[C:3]=1[NH:11][CH2:12][CH2:13][OH:14].[CH:15](O)=O, predict the reaction product. The product is: [F:1][C:2]1[C:3]2[N:11]([CH2:12][CH2:13][OH:14])[CH:15]=[N:8][C:4]=2[CH:5]=[CH:6][CH:7]=1. (8) The product is: [O:16]=[S:2]1(=[O:1])[C:6]2[CH:7]=[C:8]([CH2:11][C:12]([N:48]([C@@H:49]([C:57]3[CH:62]=[CH:61][CH:60]=[CH:59][CH:58]=3)[CH2:50][N:51]3[CH2:55][CH2:54][C@H:53]([OH:56])[CH2:52]3)[CH3:47])=[O:14])[CH:9]=[CH:10][C:5]=2[C:4](=[O:15])[NH:3]1. Given the reactants [O:1]=[S:2]1(=[O:16])[C:6]2[CH:7]=[C:8]([CH2:11][C:12]([OH:14])=O)[CH:9]=[CH:10][C:5]=2[C:4](=[O:15])[NH:3]1.CCN=C=NCCCN(C)C.C1C=CC2N(O)N=NC=2C=1.CCN(C(C)C)C(C)C.[CH3:47][NH:48][C@@H:49]([C:57]1[CH:62]=[CH:61][CH:60]=[CH:59][CH:58]=1)[CH2:50][N:51]1[CH2:55][CH2:54][C@H:53]([OH:56])[CH2:52]1, predict the reaction product. (9) Given the reactants [C:1]([O:5][C:6]([NH:8][CH:9]([CH2:20][C:21]1[CH:26]=[CH:25][C:24]([O:27][CH2:28][CH2:29][CH2:30][CH2:31][CH2:32][O:33][C:34]2[CH:39]=[C:38]([C:40]3[CH:45]=[CH:44][CH:43]=[CH:42][CH:41]=3)[CH:37]=[C:36]([C:46]3[CH:51]=[CH:50][CH:49]=[CH:48][CH:47]=3)[N:35]=2)=[CH:23][CH:22]=1)[C:10]([O:12]CC1C=CC=CC=1)=[O:11])=[O:7])([CH3:4])([CH3:3])[CH3:2], predict the reaction product. The product is: [C:1]([O:5][C:6]([NH:8][CH:9]([CH2:20][C:21]1[CH:22]=[CH:23][C:24]([O:27][CH2:28][CH2:29][CH2:30][CH2:31][CH2:32][O:33][C:34]2[CH:39]=[C:38]([C:40]3[CH:41]=[CH:42][CH:43]=[CH:44][CH:45]=3)[CH:37]=[C:36]([C:46]3[CH:47]=[CH:48][CH:49]=[CH:50][CH:51]=3)[N:35]=2)=[CH:25][CH:26]=1)[C:10]([OH:12])=[O:11])=[O:7])([CH3:4])([CH3:2])[CH3:3]. (10) Given the reactants [N:1]([C@@H:4]([CH:20]([C:25]1[CH:30]=[CH:29][C:28]([F:31])=[CH:27][CH:26]=1)[C:21]([F:24])([F:23])[F:22])[C:5](N1[C@@H](CC2C=CC=CC=2)COC1=O)=[O:6])=[N+:2]=[N-:3].O.[Li+].[BH4-], predict the reaction product. The product is: [N:1]([C@@H:4]([CH:20]([C:25]1[CH:26]=[CH:27][C:28]([F:31])=[CH:29][CH:30]=1)[C:21]([F:23])([F:24])[F:22])[CH2:5][OH:6])=[N+:2]=[N-:3].